Dataset: Full USPTO retrosynthesis dataset with 1.9M reactions from patents (1976-2016). Task: Predict the reactants needed to synthesize the given product. (1) Given the product [F:27][C:26]([F:29])([F:28])[C@:25]([C:23]1[N:22]=[N:21][N:20]([CH2:19][C:6]2[CH:5]=[C:4]3[C:9]([C:10]([C:12]4[CH:17]=[CH:16][C:15]([F:18])=[CH:14][CH:13]=4)=[CH:11][C:2]([C:33]4[CH:38]=[CH:37][CH:36]=[CH:35][CH:34]=4)=[N:3]3)=[CH:8][CH:7]=2)[CH:24]=1)([OH:32])[CH2:30][CH3:31], predict the reactants needed to synthesize it. The reactants are: Cl[C:2]1[CH:11]=[C:10]([C:12]2[CH:17]=[CH:16][C:15]([F:18])=[CH:14][CH:13]=2)[C:9]2[C:4](=[CH:5][C:6]([CH2:19][N:20]3[CH:24]=[C:23]([C@@:25]([OH:32])([CH2:30][CH3:31])[C:26]([F:29])([F:28])[F:27])[N:22]=[N:21]3)=[CH:7][CH:8]=2)[N:3]=1.[C:33]1(B(O)O)[CH:38]=[CH:37][CH:36]=[CH:35][CH:34]=1.C(=O)([O-])[O-].[Na+].[Na+]. (2) Given the product [CH3:36][C:33]12[CH2:32][CH:31]3[CH2:37][C:27]([CH3:26])([CH2:28][C:29]([C:38]45[CH2:47][CH:42]6[CH2:41][CH:40]([CH2:46][C:44]([C:19]78[CH2:21][C:15]9([CH3:24])[CH2:14][CH:13]([CH2:22][C:17]([CH3:23])([CH2:16]9)[CH2:18]7)[CH2:20]8)([CH2:43]6)[CH2:45]4)[CH2:39]5)([CH2:30]3)[CH2:35]1)[CH2:34]2, predict the reactants needed to synthesize it. The reactants are: BrC12CC3CC(CC(C3)C1)C2.Br[C:13]12[CH2:22][C:17]3([CH3:23])[CH2:18][CH:19]([CH2:21][C:15]([CH3:24])([CH2:16]3)[CH2:14]1)[CH2:20]2.[Na].[CH3:26][C:27]12[CH2:37][CH:31]3[CH2:32][C:33]([CH3:36])([CH2:35][C:29]([C:38]45[CH2:47][CH:42]6[CH2:43][CH:44]([CH2:46][CH:40]([CH2:41]6)[CH2:39]4)[CH2:45]5)([CH2:30]3)[CH2:28]1)[CH2:34]2.BrBr.BrC12CC3CC(CC(C45CC6(C)CC(CC(C)(C6)C4)C5)(C3)C1)C2. (3) Given the product [C:1]([O:5][C:6](=[O:15])[NH:7][CH:8]1[CH2:13][CH2:12][CH:11]([N:47]2[CH2:48][CH2:49][CH:44]([C:39]3[CH:40]=[CH:41][CH:42]=[CH:43][C:38]=3[O:37][CH:34]([CH3:36])[CH3:35])[CH2:45][CH2:46]2)[CH2:10][CH2:9]1)([CH3:4])([CH3:3])[CH3:2], predict the reactants needed to synthesize it. The reactants are: [C:1]([O:5][C:6](=[O:15])[NH:7][CH:8]1[CH2:13][CH2:12][C:11](=O)[CH2:10][CH2:9]1)([CH3:4])([CH3:3])[CH3:2].[BH-](OC(C)=O)(OC(C)=O)OC(C)=O.[Na+].CC(O)=O.[CH:34]([O:37][C:38]1[CH:43]=[CH:42][CH:41]=[CH:40][C:39]=1[CH:44]1[CH2:49][CH2:48][NH:47][CH2:46][CH2:45]1)([CH3:36])[CH3:35].